Task: Predict the product of the given reaction.. Dataset: Forward reaction prediction with 1.9M reactions from USPTO patents (1976-2016) (1) The product is: [Cl:1][C:2]1[CH:3]=[C:4]([CH2:5][NH2:6])[CH:14]=[CH:15][C:16]=1[C:17]1[S:18][C:19]([C:22]2[N:23]=[C:24]3[C:29]([Cl:30])=[CH:28][C:27]([C:31]([F:32])([F:34])[F:33])=[CH:26][N:25]3[CH:35]=2)=[N:20][N:21]=1. Given the reactants [Cl:1][C:2]1[CH:3]=[C:4]([CH:14]=[CH:15][C:16]=1[C:17]1[S:18][C:19]([C:22]2[N:23]=[C:24]3[C:29]([Cl:30])=[CH:28][C:27]([C:31]([F:34])([F:33])[F:32])=[CH:26][N:25]3[CH:35]=2)=[N:20][N:21]=1)[CH2:5][NH:6]C(=O)OC(C)(C)C, predict the reaction product. (2) Given the reactants [Cl:1][C:2]1[C:3]([C:29](=[O:39])[N:30]([CH2:35][CH2:36][CH2:37][CH3:38])[CH2:31][CH2:32][CH2:33][CH3:34])=[N:4][N:5]([C:8]2[CH:23]=[CH:22][C:11]([C:12]([O:14]CC3C=CC=CC=3)=[O:13])=[CH:10][C:9]=2[C:24]([O:26][CH2:27][CH3:28])=[O:25])[C:6]=1[CH3:7], predict the reaction product. The product is: [Cl:1][C:2]1[C:3]([C:29](=[O:39])[N:30]([CH2:35][CH2:36][CH2:37][CH3:38])[CH2:31][CH2:32][CH2:33][CH3:34])=[N:4][N:5]([C:8]2[CH:23]=[CH:22][C:11]([C:12]([OH:14])=[O:13])=[CH:10][C:9]=2[C:24]([O:26][CH2:27][CH3:28])=[O:25])[C:6]=1[CH3:7]. (3) Given the reactants C([O:5][C:6]([CH2:8][N:9]1[C:15](=[O:16])[CH:14]([CH2:17][C:18]([O:20][CH3:21])=[O:19])[CH2:13][C:12]2[CH:22]=[CH:23][C:24]([O:26][CH2:27][CH2:28][CH2:29][N:30]([C:38]3[CH:43]=[CH:42][CH:41]=[CH:40][N:39]=3)C(OC(C)(C)C)=O)=[CH:25][C:11]=2[CH2:10]1)=[O:7])(C)(C)C.FC(F)(F)C1C=CC(CN2CC(CC(O)=O)CC3C=CC=CC=3C2)=CC=1, predict the reaction product. The product is: [C:6]([CH2:8][N:9]1[C:15](=[O:16])[CH:14]([CH2:17][C:18]([O:20][CH3:21])=[O:19])[CH2:13][C:12]2[CH:22]=[CH:23][C:24]([O:26][CH2:27][CH2:28][CH2:29][NH:30][C:38]3[CH:43]=[CH:42][CH:41]=[CH:40][N:39]=3)=[CH:25][C:11]=2[CH2:10]1)([OH:7])=[O:5]. (4) Given the reactants [OH-].[Na+].[OH-].[NH4+:4].[Cl-].[NH4+].[CH3:7][C:8]1[CH:12]=[CH:11][NH:10][C:9]=1[C:13]([NH:15][C:16]1[CH:21]=[CH:20][CH:19]=[CH:18][CH:17]=1)=[O:14].Cl[O-].[Na+], predict the reaction product. The product is: [NH2:4][N:10]1[CH:11]=[CH:12][C:8]([CH3:7])=[C:9]1[C:13]([NH:15][C:16]1[CH:21]=[CH:20][CH:19]=[CH:18][CH:17]=1)=[O:14]. (5) Given the reactants [CH3:1][O:2][CH2:3][CH2:4][O:5][C:6]1[CH:7]=[C:8]2[C:12](=[C:13]([N:15]([CH3:25])[S:16]([C:19]3[CH:24]=[CH:23][CH:22]=[CH:21][N:20]=3)(=[O:18])=[O:17])[CH:14]=1)[NH:11][C:10]([C:26]1[S:27][CH2:28][C@@H:29]([C:31](O)=[O:32])[N:30]=1)=[CH:9]2.[NH4+].[N:35]1(O)C2C=CC=CC=2N=N1.Cl.CN(C)CCCN=C=NCC.C(N(CC)CC)C, predict the reaction product. The product is: [CH3:1][O:2][CH2:3][CH2:4][O:5][C:6]1[CH:7]=[C:8]2[C:12](=[C:13]([N:15]([CH3:25])[S:16]([C:19]3[CH:24]=[CH:23][CH:22]=[CH:21][N:20]=3)(=[O:17])=[O:18])[CH:14]=1)[NH:11][C:10]([C:26]1[S:27][CH2:28][C@@H:29]([C:31]([NH2:35])=[O:32])[N:30]=1)=[CH:9]2. (6) Given the reactants [C:1]([C:5]1[O:9][C:8]([NH:10][C:11]2[CH:12]=[CH:13][C:14]([C:17]3[CH:22]=[CH:21][C:20]([C:23]45[CH2:30][CH2:29][C:26]([CH2:31][C:32]([O:34]C)=[O:33])([CH2:27][CH2:28]4)[O:25][CH2:24]5)=[CH:19][CH:18]=3)=[N:15][CH:16]=2)=[N:7][N:6]=1)([CH3:4])([CH3:3])[CH3:2].[OH-].[Na+], predict the reaction product. The product is: [C:1]([C:5]1[O:9][C:8]([NH:10][C:11]2[CH:12]=[CH:13][C:14]([C:17]3[CH:22]=[CH:21][C:20]([C:23]45[CH2:28][CH2:27][C:26]([CH2:31][C:32]([OH:34])=[O:33])([CH2:29][CH2:30]4)[O:25][CH2:24]5)=[CH:19][CH:18]=3)=[N:15][CH:16]=2)=[N:7][N:6]=1)([CH3:4])([CH3:2])[CH3:3]. (7) Given the reactants [C:1]([C@H:5]1[CH2:10][CH2:9][C@H:8]([O:11][C:12]2[CH:13]=[C:14]3[C:19](=[CH:20][CH:21]=2)[CH:18]=[C:17]([CH2:22][NH:23][C:24]24[CH2:31][CH2:30][C:27]([C:32]([O:34]CC)=[O:33])([CH2:28][CH2:29]2)[CH:26]([OH:37])[CH2:25]4)[CH:16]=[CH:15]3)[CH2:7][CH2:6]1)([CH3:4])([CH3:3])[CH3:2].[OH-].[Na+].Cl, predict the reaction product. The product is: [C:1]([C@H:5]1[CH2:10][CH2:9][C@H:8]([O:11][C:12]2[CH:13]=[C:14]3[C:19](=[CH:20][CH:21]=2)[CH:18]=[C:17]([CH2:22][NH:23][C:24]24[CH2:29][CH2:28][C:27]([C:32]([OH:34])=[O:33])([CH2:30][CH2:31]2)[CH:26]([OH:37])[CH2:25]4)[CH:16]=[CH:15]3)[CH2:7][CH2:6]1)([CH3:4])([CH3:2])[CH3:3]. (8) Given the reactants [N:1]1[C:10]2[C:5](=[CH:6][CH:7]=[CH:8][CH:9]=2)[CH:4]=[CH:3][C:2]=1[CH2:11][O:12][C:13]1[CH:14]=[C:15]([CH:26]=[CH:27][CH:28]=1)[CH2:16][O:17][C:18]1[CH:19]=[C:20]([CH:23]=[CH:24][CH:25]=1)[C:21]#[N:22].Cl.N1C=CC=CC=1.[N-:36]=[N+:37]=[N-:38].[Na+].O, predict the reaction product. The product is: [N:1]1[C:10]2[C:5](=[CH:6][CH:7]=[CH:8][CH:9]=2)[CH:4]=[CH:3][C:2]=1[CH2:11][O:12][C:13]1[CH:14]=[C:15]([CH:26]=[CH:27][CH:28]=1)[CH2:16][O:17][C:18]1[CH:19]=[C:20]([C:21]2[NH:38][N:37]=[N:36][N:22]=2)[CH:23]=[CH:24][CH:25]=1. (9) The product is: [Br:15][C:16]1[CH:21]=[CH:20][C:19]([N:22]2[CH2:23][CH2:24][N:25]([CH3:28])[CH2:26][CH2:27]2)=[CH:18][C:17]=1[NH:29][S:11]([C:2]1[CH:3]=[CH:4][C:5]2[C:10](=[CH:9][CH:8]=[CH:7][CH:6]=2)[CH:1]=1)(=[O:13])=[O:12]. Given the reactants [CH:1]1[C:10]2[C:5](=[CH:6][CH:7]=[CH:8][CH:9]=2)[CH:4]=[CH:3][C:2]=1[S:11](Cl)(=[O:13])=[O:12].[Br:15][C:16]1[CH:21]=[CH:20][C:19]([N:22]2[CH2:27][CH2:26][N:25]([CH3:28])[CH2:24][CH2:23]2)=[CH:18][C:17]=1[NH2:29], predict the reaction product. (10) Given the reactants [N:1]1([CH:6]([C:9]2[CH:14]=[CH:13][C:12]([C:15]3[CH:20]=[CH:19][CH:18]=[C:17]([O:21]C)[CH:16]=3)=[CH:11][N:10]=2)[CH2:7][CH3:8])[CH:5]=[CH:4][N:3]=[CH:2]1.B(Br)(Br)Br.C(OCC)(=O)C.C(=O)(O)[O-].[Na+], predict the reaction product. The product is: [N:1]1([CH:6]([C:9]2[N:10]=[CH:11][C:12]([C:15]3[CH:16]=[C:17]([OH:21])[CH:18]=[CH:19][CH:20]=3)=[CH:13][CH:14]=2)[CH2:7][CH3:8])[CH:5]=[CH:4][N:3]=[CH:2]1.